This data is from Peptide-MHC class I binding affinity with 185,985 pairs from IEDB/IMGT. The task is: Regression. Given a peptide amino acid sequence and an MHC pseudo amino acid sequence, predict their binding affinity value. This is MHC class I binding data. (1) The peptide sequence is PTSIPLAYF. The MHC is Mamu-B08 with pseudo-sequence Mamu-B08. The binding affinity (normalized) is 0. (2) The peptide sequence is NMAPEKVDF. The MHC is HLA-A26:03 with pseudo-sequence HLA-A26:03. The binding affinity (normalized) is 0.0847.